This data is from Forward reaction prediction with 1.9M reactions from USPTO patents (1976-2016). The task is: Predict the product of the given reaction. (1) Given the reactants [CH3:1][O:2][C:3](=[O:14])[C:4]1[CH:9]=[CH:8][CH:7]=[C:6]([N+:10]([O-:12])=[O:11])[C:5]=1[NH2:13].CCN(CC)CC.[F:22][C:23]([F:34])([F:33])[C:24](O[C:24](=[O:25])[C:23]([F:34])([F:33])[F:22])=[O:25], predict the reaction product. The product is: [CH3:1][O:2][C:3](=[O:14])[C:4]1[CH:9]=[CH:8][CH:7]=[C:6]([N+:10]([O-:12])=[O:11])[C:5]=1[NH:13][C:24](=[O:25])[C:23]([F:34])([F:33])[F:22]. (2) Given the reactants [CH3:1][C:2]1[C:6]([C:7]2[CH:8]=[CH:9][C:10]3[N:11]([C:13]([C:16](=[O:31])[NH:17][C:18]4[CH:23]=[C:22]([C:24]5[N:28]=[C:27]([CH3:29])[O:26][N:25]=5)[CH:21]=[CH:20][C:19]=4[CH3:30])=[CH:14][N:15]=3)[CH:12]=2)=[C:5]([CH3:32])[N:4]([CH2:33][C:34](O)=[O:35])[N:3]=1.B, predict the reaction product. The product is: [OH:35][CH2:34][CH2:33][N:4]1[C:5]([CH3:32])=[C:6]([C:7]2[CH:8]=[CH:9][C:10]3[N:11]([C:13]([C:16]([NH:17][C:18]4[CH:23]=[C:22]([C:24]5[N:28]=[C:27]([CH3:29])[O:26][N:25]=5)[CH:21]=[CH:20][C:19]=4[CH3:30])=[O:31])=[CH:14][N:15]=3)[CH:12]=2)[C:2]([CH3:1])=[N:3]1. (3) Given the reactants [Cl:1][C:2]1[CH:3]=[C:4]([NH:9][C:10]2[C:19]3[C:14](=[CH:15][CH:16]=[CH:17][C:18]=3[O:20][CH2:21][C@@H:22]3[CH2:27][CH2:26][CH2:25][N:24]([C:28]([O:30][C:31]([CH3:34])([CH3:33])[CH3:32])=[O:29])[CH2:23]3)[N:13]=[CH:12][N:11]=2)[CH:5]=[CH:6][C:7]=1[OH:8].Cl[CH2:36][C:37]1[CH:41]=[C:40]([CH3:42])[O:39][N:38]=1, predict the reaction product. The product is: [Cl:1][C:2]1[CH:3]=[C:4]([NH:9][C:10]2[C:19]3[C:14](=[CH:15][CH:16]=[CH:17][C:18]=3[O:20][CH2:21][C@@H:22]3[CH2:27][CH2:26][CH2:25][N:24]([C:28]([O:30][C:31]([CH3:34])([CH3:33])[CH3:32])=[O:29])[CH2:23]3)[N:13]=[CH:12][N:11]=2)[CH:5]=[CH:6][C:7]=1[O:8][CH2:36][C:37]1[CH:41]=[C:40]([CH3:42])[O:39][N:38]=1. (4) Given the reactants [C:1]([O:5][C:6](=[O:19])[NH:7][C@@H:8]([C@@H:16]1[CH2:18][O:17]1)[CH2:9][C:10]1[CH:15]=[CH:14][CH:13]=[CH:12][CH:11]=1)([CH3:4])([CH3:3])[CH3:2].[NH:20]1[CH:24]=[CH:23][N:22]=[N:21]1, predict the reaction product. The product is: [C:1]([O:5][C:6](=[O:19])[NH:7][C@H:8]([CH2:9][C:10]1[CH:15]=[CH:14][CH:13]=[CH:12][CH:11]=1)[C@@H:16]([OH:17])[CH2:18][N:21]1[N:22]=[CH:23][CH:24]=[N:20]1)([CH3:4])([CH3:3])[CH3:2]. (5) Given the reactants [CH3:1][C@H:2]1[CH2:11][C@@H:10]([NH:12][C:13]2[CH:18]=[CH:17][CH:16]=[CH:15][CH:14]=2)[C:9]2[C:4](=[CH:5][CH:6]=[CH:7][CH:8]=2)[N:3]1[C:19](=[O:21])[CH3:20].[O:22]1[CH:26]=[CH:25][CH:24]=[C:23]1[C:27](Cl)=[O:28].N1C=CC=CC=1, predict the reaction product. The product is: [C:19]([N:3]1[C:4]2[C:9](=[CH:8][CH:7]=[CH:6][CH:5]=2)[C@H:10]([N:12]([C:13]2[CH:14]=[CH:15][CH:16]=[CH:17][CH:18]=2)[C:27]([C:23]2[O:22][CH:26]=[CH:25][CH:24]=2)=[O:28])[CH2:11][C@@H:2]1[CH3:1])(=[O:21])[CH3:20].